From a dataset of Forward reaction prediction with 1.9M reactions from USPTO patents (1976-2016). Predict the product of the given reaction. The product is: [NH2:15][C:14]1[C:6]2[C:5](=[CH:4][C:3]([O:16][CH3:17])=[C:2]([Br:1])[CH:7]=2)[N:8]=[N:9][C:10]=1[C:11]([NH2:13])=[O:12]. Given the reactants [Br:1][C:2]1[CH:7]=[CH:6][C:5]([N:8]=[N:9][CH:10]([C:14]#[N:15])[C:11]([NH2:13])=[O:12])=[CH:4][C:3]=1[O:16][CH3:17].Cl, predict the reaction product.